From a dataset of Full USPTO retrosynthesis dataset with 1.9M reactions from patents (1976-2016). Predict the reactants needed to synthesize the given product. (1) Given the product [CH3:7][C:8]1[N:9]([C:13]2[N:14]=[CH:15][C:16]([CH2:17][OH:18])=[CH:22][CH:23]=2)[CH:10]=[CH:11][N:12]=1, predict the reactants needed to synthesize it. The reactants are: [H-].[Al+3].[Li+].[H-].[H-].[H-].[CH3:7][C:8]1[N:9]([C:13]2[CH:23]=[CH:22][C:16]([C:17](OCC)=[O:18])=[CH:15][N:14]=2)[CH:10]=[CH:11][N:12]=1.O.[OH-].[Na+]. (2) Given the product [F:44][C:45]1[CH:52]=[CH:51][CH:50]=[C:49]([O:53][CH3:54])[C:46]=1[CH2:47][N:38]1[CH2:39][C@H:34]([NH:33][C:31]([C:28]2[CH:29]=[C:30]3[C:25](=[CH:26][CH:27]=2)[NH:24][N:23]=[C:22]3[C:20]2[CH:19]=[CH:18][N:17]=[C:16]([CH3:15])[CH:21]=2)=[O:32])[CH2:35][CH2:36][C@H:37]1[C:40]([O:42][CH3:43])=[O:41], predict the reactants needed to synthesize it. The reactants are: C(O[BH-](OC(=O)C)OC(=O)C)(=O)C.[Na+].[CH3:15][C:16]1[CH:21]=[C:20]([C:22]2[C:30]3[C:25](=[CH:26][CH:27]=[C:28]([C:31]([NH:33][C@H:34]4[CH2:39][NH:38][C@H:37]([C:40]([O:42][CH3:43])=[O:41])[CH2:36][CH2:35]4)=[O:32])[CH:29]=3)[NH:24][N:23]=2)[CH:19]=[CH:18][N:17]=1.[F:44][C:45]1[CH:52]=[CH:51][CH:50]=[C:49]([O:53][CH3:54])[C:46]=1[CH:47]=O. (3) The reactants are: C(O[C:5](=[O:33])[C:6]1[CH:11]=[CH:10][CH:9]=[C:8]([C:12]2[CH2:13][C:14](=[O:32])[NH:15][C:16]3[CH:22]=[C:21]([C:23]4[CH:28]=[CH:27]C=[C:25]([CH2:29][F:30])[CH:24]=4)[C:20](C)=[CH:19][C:17]=3[N:18]=2)[CH:7]=1)C=C.O.[NH2:35][NH2:36]. Given the product [F:30][C:29]1[CH:27]=[CH:28][C:23]([C:21]2[CH:20]=[CH:19][C:17]3[N:18]=[C:12]([C:8]4[CH:7]=[C:6]([CH:11]=[CH:10][CH:9]=4)[C:5]([NH:35][NH2:36])=[O:33])[CH2:13][C:14](=[O:32])[NH:15][C:16]=3[CH:22]=2)=[CH:24][CH:25]=1, predict the reactants needed to synthesize it. (4) Given the product [Br:1][C:2]1[CH:3]=[N:4][N:5]2[C:10]([NH:12][C@@H:13]3[C:21]4[C:16](=[CH:17][CH:18]=[CH:19][CH:20]=4)[CH2:15][CH2:14]3)=[N:9][CH:8]=[N:7][C:6]=12, predict the reactants needed to synthesize it. The reactants are: [Br:1][C:2]1[CH:3]=[N:4][N:5]2[C:10](=O)[NH:9][CH:8]=[N:7][C:6]=12.[NH2:12][C@@H:13]1[C:21]2[C:16](=[CH:17][CH:18]=[CH:19][CH:20]=2)[CH2:15][CH2:14]1.C(N(CC)CC)C. (5) Given the product [Cl:1][C:2]1[N:7]=[CH:6][C:5]([S:8]([N:11]([CH2:18][CH:19]2[CH2:20][O:21][C:25]([CH3:27])([CH3:26])[O:22]2)[C:12]2[CH:17]=[CH:16][CH:15]=[CH:14][CH:13]=2)(=[O:10])=[O:9])=[CH:4][CH:3]=1, predict the reactants needed to synthesize it. The reactants are: [Cl:1][C:2]1[N:7]=[CH:6][C:5]([S:8]([N:11]([CH2:18][CH:19]([OH:22])[CH2:20][OH:21])[C:12]2[CH:17]=[CH:16][CH:15]=[CH:14][CH:13]=2)(=[O:10])=[O:9])=[CH:4][CH:3]=1.CO[C:25](OC)([CH3:27])[CH3:26].CC1C=CC(S(O)(=O)=O)=CC=1. (6) Given the product [CH2:17]([C@H:24]1[CH2:28][O:27][C:26](=[O:29])[N:25]1[C:30](=[O:45])[CH2:31][C@@H:32]([C:38]1[CH:39]=[CH:40][C:41]([O:1][CH2:2][C:3]2[CH:4]=[C:5]([NH:9][C:10](=[O:16])[O:11][C:12]([CH3:13])([CH3:15])[CH3:14])[CH:6]=[CH:7][CH:8]=2)=[CH:42][CH:43]=1)[C:33]1[CH:37]=[CH:36][O:35][N:34]=1)[C:18]1[CH:23]=[CH:22][CH:21]=[CH:20][CH:19]=1, predict the reactants needed to synthesize it. The reactants are: [OH:1][CH2:2][C:3]1[CH:4]=[C:5]([NH:9][C:10](=[O:16])[O:11][C:12]([CH3:15])([CH3:14])[CH3:13])[CH:6]=[CH:7][CH:8]=1.[CH2:17]([C@H:24]1[CH2:28][O:27][C:26](=[O:29])[N:25]1[C:30](=[O:45])[CH2:31][C@@H:32]([C:38]1[CH:43]=[CH:42][C:41](O)=[CH:40][CH:39]=1)[C:33]1[CH:37]=[CH:36][O:35][N:34]=1)[C:18]1[CH:23]=[CH:22][CH:21]=[CH:20][CH:19]=1.CC(OC(/N=N/C(OC(C)C)=O)=O)C.C1(P(C2C=CC=CC=2)C2C=CC=CC=2)C=CC=CC=1.